Task: Predict the reactants needed to synthesize the given product.. Dataset: Full USPTO retrosynthesis dataset with 1.9M reactions from patents (1976-2016) (1) Given the product [CH:5]12[O:26][CH:4]1[CH2:3][CH2:2][N:1]([C:8]([O:10][CH2:11][C:12]1[CH:13]=[CH:14][CH:15]=[CH:16][CH:17]=1)=[O:9])[CH2:7][CH2:6]2, predict the reactants needed to synthesize it. The reactants are: [N:1]1([C:8]([O:10][CH2:11][C:12]2[CH:17]=[CH:16][CH:15]=[CH:14][CH:13]=2)=[O:9])[CH2:7][CH2:6][CH:5]=[CH:4][CH2:3][CH2:2]1.N1(C(OCC2C=CC=CC=2)=[O:26])CC=CCCC1.C1C=C(Cl)C=C(C(OO)=O)C=1. (2) The reactants are: [CH3:1][C:2]([C:13]1[CH:18]=[CH:17][C:16]([N:19]2[CH2:24][CH2:23][N:22]([CH3:25])[CH2:21][CH2:20]2)=[CH:15][CH:14]=1)(C(OCC)=O)[C:3]([O:5]CC)=[O:4]. Given the product [CH3:25][N:22]1[CH2:21][CH2:20][N:19]([C:16]2[CH:15]=[CH:14][C:13]([CH:2]([CH3:1])[C:3]([OH:5])=[O:4])=[CH:18][CH:17]=2)[CH2:24][CH2:23]1, predict the reactants needed to synthesize it. (3) Given the product [Cl:1][C:2]1[N:7]=[CH:6][C:5]2[C:8]([CH2:31][O:32][CH3:33])=[N:9][N:10]([C:11]([C:24]3[CH:29]=[CH:28][CH:27]=[CH:26][CH:25]=3)([C:18]3[CH:23]=[CH:22][CH:21]=[CH:20][CH:19]=3)[C:12]3[CH:17]=[CH:16][CH:15]=[CH:14][CH:13]=3)[C:4]=2[CH:3]=1, predict the reactants needed to synthesize it. The reactants are: [Cl:1][C:2]1[N:7]=[CH:6][C:5]2[C:8](I)=[N:9][N:10]([C:11]([C:24]3[CH:29]=[CH:28][CH:27]=[CH:26][CH:25]=3)([C:18]3[CH:23]=[CH:22][CH:21]=[CH:20][CH:19]=3)[C:12]3[CH:17]=[CH:16][CH:15]=[CH:14][CH:13]=3)[C:4]=2[CH:3]=1.[CH3:31][O:32][CH2:33][B-](F)(F)F.[K+].C(=O)([O-])[O-].[Cs+].[Cs+].CCOC(C)=O. (4) Given the product [Cl:1][C:2]1[C:7]([C:8]([OH:10])=[O:9])=[CH:6][CH:5]=[C:4]([C:11]2[CH:16]=[C:15]([CH3:17])[CH:14]=[C:13]([O:19][CH2:20][CH3:21])[N:12]=2)[N:3]=1, predict the reactants needed to synthesize it. The reactants are: [Cl:1][C:2]1[C:7]([C:8]([OH:10])=[O:9])=[CH:6][CH:5]=[C:4]([C:11]2[CH:16]=[C:15]([CH3:17])[CH:14]=[C:13](F)[N:12]=2)[N:3]=1.[O-:19][CH2:20][CH3:21].[Na+].[OH-].[Na+]. (5) Given the product [Cl:1][C:2]1[CH:3]=[C:4]([C:10]([F:13])([F:11])[F:12])[C:5]([CH2:8][O:9][CH3:14])=[CH:6][N:7]=1, predict the reactants needed to synthesize it. The reactants are: [Cl:1][C:2]1[N:7]=[CH:6][C:5]([CH2:8][OH:9])=[C:4]([C:10]([F:13])([F:12])[F:11])[CH:3]=1.[CH3:14]C([O-])(C)C.[K+].CCOC(C)=O. (6) Given the product [C:27]([NH:26][C:24]1[CH:25]=[C:20]([NH:19][C:4](=[O:6])[C:3]2[CH:7]=[CH:8][C:9]([N:11]3[CH2:16][CH2:15][O:14][CH2:13][S:12]3(=[O:18])=[O:17])=[CH:10][C:2]=2[Cl:1])[CH:21]=[CH:22][C:23]=1[Cl:35])(=[O:34])[C:28]1[CH:29]=[CH:30][CH:31]=[CH:32][CH:33]=1, predict the reactants needed to synthesize it. The reactants are: [Cl:1][C:2]1[CH:10]=[C:9]([N:11]2[CH2:16][CH2:15][O:14][CH2:13][S:12]2(=[O:18])=[O:17])[CH:8]=[CH:7][C:3]=1[C:4]([OH:6])=O.[NH2:19][C:20]1[CH:21]=[CH:22][C:23]([Cl:35])=[C:24]([NH:26][C:27](=[O:34])[C:28]2[CH:33]=[CH:32][CH:31]=[CH:30][CH:29]=2)[CH:25]=1.CN(C(ON1N=NC2C=CC=NC1=2)=[N+](C)C)C.F[P-](F)(F)(F)(F)F.CCN(C(C)C)C(C)C. (7) Given the product [CH2:6]([C:8]1[O:12][N:11]=[C:10]([C:17]2[CH:18]=[CH:19][CH:20]=[C:15]([Cl:14])[C:16]=2[CH3:30])[N:9]=1)[CH2:5][C:1]#[CH:2], predict the reactants needed to synthesize it. The reactants are: [CH2:1]1[CH:5]2[CH:6]([C:8]3[O:12][N:11]=[C:10](N)[N:9]=3)CN(C2)[CH2:2]1.[Cl:14][C:15]1[C:16]([CH3:30])=[C:17](C2C=CC(NO)=CC=2)[CH:18]=[CH:19][C:20]=1N.